From a dataset of Forward reaction prediction with 1.9M reactions from USPTO patents (1976-2016). Predict the product of the given reaction. (1) The product is: [NH2:1][C:2]1[C:21]2[C:20](=[O:22])[C:19]([C:23]([OH:25])=[O:24])=[CH:18][N:7]3[C@@H:8]([CH2:11][C:12]4[CH:13]=[CH:14][CH:15]=[CH:16][CH:17]=4)[CH2:9][O:10][C:5]([C:6]=23)=[C:4]([NH:37][CH2:36][CH2:35][NH:34][C:29]2[CH:30]=[CH:31][CH:32]=[CH:33][N:28]=2)[C:3]=1[F:27]. Given the reactants [NH2:1][C:2]1[C:21]2[C:20](=[O:22])[C:19]([C:23]([OH:25])=[O:24])=[CH:18][N:7]3[C@@H:8]([CH2:11][C:12]4[CH:17]=[CH:16][CH:15]=[CH:14][CH:13]=4)[CH2:9][O:10][C:5]([C:6]=23)=[C:4](F)[C:3]=1[F:27].[N:28]1[CH:33]=[CH:32][CH:31]=[CH:30][C:29]=1[NH:34][CH2:35][CH2:36][NH2:37].C(N(CC)CC)C, predict the reaction product. (2) Given the reactants Br[C:2]1[CH:7]=[CH:6][CH:5]=[C:4]([C:8]2[CH:9]=[N:10][S:11][CH:12]=2)[N:3]=1.C([Sn](CCCC)(CCCC)[C:18]1[N:22]2[CH:23]=[CH:24][C:25]([C:27]([F:30])([F:29])[F:28])=[N:26][C:21]2=[N:20][CH:19]=1)CCC, predict the reaction product. The product is: [S:11]1[CH:12]=[C:8]([C:4]2[N:3]=[C:2]([C:18]3[N:22]4[CH:23]=[CH:24][C:25]([C:27]([F:28])([F:29])[F:30])=[N:26][C:21]4=[N:20][CH:19]=3)[CH:7]=[CH:6][CH:5]=2)[CH:9]=[N:10]1. (3) Given the reactants C(OP([CH2:9][C:10]1[N:11]=[CH:12][N:13]([C:15]([C:28]2[CH:33]=[CH:32][CH:31]=[CH:30][CH:29]=2)([C:22]2[CH:27]=[CH:26][CH:25]=[CH:24][CH:23]=2)[C:16]2[CH:21]=[CH:20][CH:19]=[CH:18][CH:17]=2)[CH:14]=1)(=O)OCC)C.CC([O-])(C)C.[K+].[CH3:40][C:41]([CH3:51])([CH3:50])[C:42]([C:44]1[CH:49]=[CH:48][CH:47]=[CH:46][CH:45]=1)=O.C1CCCCC1, predict the reaction product. The product is: [CH3:40][C:41]([CH3:51])([CH3:50])[C:42]([C:44]1[CH:49]=[CH:48][CH:47]=[CH:46][CH:45]=1)=[CH:9][C:10]1[N:11]=[CH:12][N:13]([C:15]([C:16]2[CH:17]=[CH:18][CH:19]=[CH:20][CH:21]=2)([C:22]2[CH:27]=[CH:26][CH:25]=[CH:24][CH:23]=2)[C:28]2[CH:33]=[CH:32][CH:31]=[CH:30][CH:29]=2)[CH:14]=1. (4) Given the reactants [CH3:1][O:2][C:3]([C:5]1[C:6]([OH:30])=[C:7]2[C:12](=[CH:13][N:14]=1)[N:11]([CH2:15][CH2:16][C:17]1[CH:22]=[CH:21][CH:20]=[CH:19][CH:18]=1)[C:10](=[O:23])[C:9]([C:24]1[CH:29]=[CH:28][CH:27]=[CH:26][CH:25]=1)=[CH:8]2)=[O:4].[Br:31]N1C(=O)CCC1=O, predict the reaction product. The product is: [CH3:1][O:2][C:3]([C:5]1[C:6]([OH:30])=[C:7]2[C:12](=[C:13]([Br:31])[N:14]=1)[N:11]([CH2:15][CH2:16][C:17]1[CH:18]=[CH:19][CH:20]=[CH:21][CH:22]=1)[C:10](=[O:23])[C:9]([C:24]1[CH:25]=[CH:26][CH:27]=[CH:28][CH:29]=1)=[CH:8]2)=[O:4]. (5) Given the reactants C(OC(=O)[NH:6][C:7]1[CH:12]=[CH:11][CH:10]=[C:9]([C:13]2[N:14]=[C:15]([NH:25][CH2:26][CH3:27])[S:16][C:17]=2[C:18]2[CH:23]=[CH:22][N:21]=[C:20](Cl)[N:19]=2)[CH:8]=1)C=C.[Cl-].[F:30][C:31]1[CH:32]=[C:33]([NH3+:45])[CH:34]=[CH:35][C:36]=1[O:37][CH2:38][CH2:39][N:40]1[CH2:44][CH2:43][CH2:42][CH2:41]1.CC(C)(C)C(=S)N.CCCC[N+](CCCC)(CCCC)CCCC.[F-].C1COCC1, predict the reaction product. The product is: [NH2:6][C:7]1[CH:8]=[C:9]([C:13]2[N:14]=[C:15]([NH:25][CH2:26][CH3:27])[S:16][C:17]=2[C:18]2[CH:23]=[CH:22][N:21]=[C:20]([NH:45][C:33]3[CH:34]=[CH:35][C:36]([O:37][CH2:38][CH2:39][N:40]4[CH2:41][CH2:42][CH2:43][CH2:44]4)=[C:31]([F:30])[CH:32]=3)[N:19]=2)[CH:10]=[CH:11][CH:12]=1.